From a dataset of Forward reaction prediction with 1.9M reactions from USPTO patents (1976-2016). Predict the product of the given reaction. (1) Given the reactants [Cl:1][C:2]1[CH:3]=[C:4]([CH2:9][NH:10][CH:11]2[CH2:16][CH2:15][N:14](C(OC(C)(C)C)=O)[CH2:13][CH2:12]2)[CH:5]=[N:6][C:7]=1[CH3:8].[ClH:24], predict the reaction product. The product is: [ClH:1].[ClH:24].[Cl:1][C:2]1[CH:3]=[C:4]([CH2:9][NH:10][CH:11]2[CH2:12][CH2:13][NH:14][CH2:15][CH2:16]2)[CH:5]=[N:6][C:7]=1[CH3:8]. (2) Given the reactants Br[C:2]1[CH:11]=[C:10]2[C:5]([CH:6]=[CH:7][C:8]([C:12]([NH:14][C:15]3[CH:16]=[N:17][CH:18]=[CH:19][C:20]=3[N:21]3[CH2:26][C@H:25]([CH:27]4[CH2:29][CH2:28]4)[C@@H:24]([O:30][Si](C(C)(C)C)(C)C)[C@H:23]([NH:38]C(=O)OC(C)(C)C)[CH2:22]3)=[O:13])=[N:9]2)=[N:4][CH:3]=1.[CH2:46]1[C:51]2([CH2:56][CH2:55][NH:54][CH2:53][CH2:52]2)[CH2:50][CH2:49][O:48][CH2:47]1, predict the reaction product. The product is: [NH2:38][C@H:23]1[C@H:24]([OH:30])[C@@H:25]([CH:27]2[CH2:29][CH2:28]2)[CH2:26][N:21]([C:20]2[CH:19]=[CH:18][N:17]=[CH:16][C:15]=2[NH:14][C:12]([C:8]2[CH:7]=[CH:6][C:5]3[C:10](=[CH:11][C:2]([N:54]4[CH2:53][CH2:52][C:51]5([CH2:46][CH2:47][O:48][CH2:49][CH2:50]5)[CH2:56][CH2:55]4)=[CH:3][N:4]=3)[N:9]=2)=[O:13])[CH2:22]1. (3) Given the reactants [NH2:1][C:2]1[CH2:28][O:27][CH2:26][C@:4]2([C:17]3[CH:16]=[C:15]([C:18]4[CH2:19][CH2:20][O:21][CH2:22][CH:23]=4)[CH:14]=[C:13]([F:24])[C:12]=3[O:11][C:10]3[C:5]2=[CH:6][C:7]([OH:25])=[CH:8][CH:9]=3)[N:3]=1.[CH3:29][C:30]([O:33][C:34](O[C:34]([O:33][C:30]([CH3:32])([CH3:31])[CH3:29])=[O:35])=[O:35])([CH3:32])[CH3:31], predict the reaction product. The product is: [O:21]1[CH2:20][CH:19]=[C:18]([C:15]2[CH:14]=[C:13]([F:24])[C:12]3[O:11][C:10]4[C:5](=[CH:6][C:7]([OH:25])=[CH:8][CH:9]=4)[C@:4]4([N:3]=[C:2]([NH:1][C:34](=[O:35])[O:33][C:30]([CH3:32])([CH3:31])[CH3:29])[CH2:28][O:27][CH2:26]4)[C:17]=3[CH:16]=2)[CH2:23][CH2:22]1. (4) Given the reactants [Cl:1][C:2]1[CH:7]=[CH:6][CH:5]=[C:4]([F:8])[C:3]=1[C:9]1[C:13]([C:14]([NH:16][NH2:17])=[O:15])=[C:12]([C:18]2[CH:19]=[N:20][N:21]([C:27]3[CH:32]=[CH:31][CH:30]=[CH:29][C:28]=3[F:33])[C:22]=2[C:23]([F:26])([F:25])[F:24])[O:11][N:10]=1.[C:34](Cl)(=[O:36])[CH3:35], predict the reaction product. The product is: [C:34]([NH:17][NH:16][C:14]([C:13]1[C:9]([C:3]2[C:4]([F:8])=[CH:5][CH:6]=[CH:7][C:2]=2[Cl:1])=[N:10][O:11][C:12]=1[C:18]1[CH:19]=[N:20][N:21]([C:27]2[CH:32]=[CH:31][CH:30]=[CH:29][C:28]=2[F:33])[C:22]=1[C:23]([F:25])([F:26])[F:24])=[O:15])(=[O:36])[CH3:35]. (5) The product is: [F:47][C:44]([F:45])([F:46])[C:36]1[CH:35]=[C:34]([C:31]([CH3:32])([CH3:33])[C:30]([N:28]([C@H:18]2[C@H:19]([C:21]3[CH:26]=[CH:25][C:24]([F:27])=[CH:23][CH:22]=3)[CH2:20][N:16]([C:14]([N:11]3[CH2:12][CH2:13][NH:8][CH2:9][CH2:10]3)=[O:15])[CH2:17]2)[CH3:29])=[O:48])[CH:39]=[C:38]([C:40]([F:42])([F:41])[F:43])[CH:37]=1. Given the reactants C(OC([N:8]1[CH2:13][CH2:12][N:11]([C:14]([N:16]2[CH2:20][C@@H:19]([C:21]3[CH:26]=[CH:25][C:24]([F:27])=[CH:23][CH:22]=3)[C@H:18]([N:28]([C:30](=[O:48])[C:31]([C:34]3[CH:39]=[C:38]([C:40]([F:43])([F:42])[F:41])[CH:37]=[C:36]([C:44]([F:47])([F:46])[F:45])[CH:35]=3)([CH3:33])[CH3:32])[CH3:29])[CH2:17]2)=[O:15])[CH2:10][CH2:9]1)=O)(C)(C)C.C(O)(C(F)(F)F)=O.C([O-])(O)=O.[Na+], predict the reaction product. (6) Given the reactants [CH3:1][C:2]1[CH:3]=[CH:4][C:5]([NH2:8])=[N:6][CH:7]=1.C[Al](C)C.C.[CH2:14]([O:21][C:22]1[CH:27]=[CH:26][C:25]([C:28]2[N:32]([C:33]3[CH:38]=[CH:37][C:36]([Cl:39])=[CH:35][C:34]=3[Cl:40])[N:31]=[C:30]([C:41](OCC)=[O:42])[C:29]=2[CH3:46])=[CH:24][CH:23]=1)[C:15]1[CH:20]=[CH:19][CH:18]=[CH:17][CH:16]=1, predict the reaction product. The product is: [CH2:14]([O:21][C:22]1[CH:23]=[CH:24][C:25]([C:28]2[N:32]([C:33]3[CH:38]=[CH:37][C:36]([Cl:39])=[CH:35][C:34]=3[Cl:40])[N:31]=[C:30]([C:41]([NH:8][C:5]3[CH:4]=[CH:3][C:2]([CH3:1])=[CH:7][N:6]=3)=[O:42])[C:29]=2[CH3:46])=[CH:26][CH:27]=1)[C:15]1[CH:20]=[CH:19][CH:18]=[CH:17][CH:16]=1. (7) Given the reactants [OH-].[K+].O.[Br:4][C:5]1[N:25](S(C2C=CC=CC=2)(=O)=O)[C:8]2=[N:9][CH:10]=[C:11]([CH2:13][CH2:14][C:15]3[CH:20]=[C:19]([O:21][CH3:22])[CH:18]=[C:17]([O:23][CH3:24])[CH:16]=3)[N:12]=[C:7]2[CH:6]=1, predict the reaction product. The product is: [Br:4][C:5]1[NH:25][C:8]2=[N:9][CH:10]=[C:11]([CH2:13][CH2:14][C:15]3[CH:16]=[C:17]([O:23][CH3:24])[CH:18]=[C:19]([O:21][CH3:22])[CH:20]=3)[N:12]=[C:7]2[CH:6]=1. (8) Given the reactants [C:1]1([C:7]2[S:11][C:10]3[CH2:12][CH2:13][CH2:14][C:9]=3[C:8]=2[NH2:15])[CH:6]=[CH:5][CH:4]=[CH:3][CH:2]=1.[N:16]12[CH2:23][CH2:22][CH:19]([CH2:20][CH2:21]1)[C@@H:18]([OH:24])[CH2:17]2.Cl.[C:26](Cl)(=O)[O:27]C(CCCCC)CC.ClC(Cl)(OC(=O)OC(Cl)(Cl)Cl)Cl.[C:50]([OH:57])(=[O:56])/[CH:51]=[CH:52]/[C:53]([OH:55])=[O:54], predict the reaction product. The product is: [C:50]([OH:57])(=[O:56])/[CH:51]=[CH:52]/[C:53]([OH:55])=[O:54].[C:1]1([C:7]2[S:11][C:10]3[CH2:12][CH2:13][CH2:14][C:9]=3[C:8]=2[NH:15][C:26](=[O:27])[O:24][C@@H:18]2[CH:19]3[CH2:22][CH2:23][N:16]([CH2:21][CH2:20]3)[CH2:17]2)[CH:2]=[CH:3][CH:4]=[CH:5][CH:6]=1.